From a dataset of Catalyst prediction with 721,799 reactions and 888 catalyst types from USPTO. Predict which catalyst facilitates the given reaction. (1) Reactant: C(O)(=O)C(C1C=CC=CC=1)O.[CH3:12][C@H:13]1[CH2:18][CH2:17][CH2:16][NH:15][CH2:14]1.Cl[CH2:20][CH2:21][CH2:22][O:23][C:24]1[CH:29]=[CH:28][C:27]([CH:30]2[CH2:35][CH2:34][C:33](=[O:36])[CH2:32][CH2:31]2)=[CH:26][CH:25]=1.C(=O)([O-])[O-].[K+].[K+].[I-].[K+]. Product: [O:36]=[C:33]1[CH2:34][CH2:35][CH:30]([C:27]2[CH:26]=[CH:25][C:24]([O:23][CH2:22][CH2:21][CH2:20][N:15]3[CH2:16][CH2:17][CH2:18][C@H:13]([CH3:12])[CH2:14]3)=[CH:29][CH:28]=2)[CH2:31][CH2:32]1. The catalyst class is: 9. (2) Reactant: [F:1][C:2]1[CH:3]=[C:4]([N:8]2[C:12]3([CH2:17][CH2:16][N:15]([CH2:18][C:19]4[CH:24]=[CH:23][CH:22]=[C:21]([O:25][CH:26]([CH3:28])[CH3:27])[CH:20]=4)[CH2:14][CH2:13]3)[C:11](=S)[NH:10][C:9]2=[O:30])[CH:5]=[CH:6][CH:7]=1.[CH2:31]([NH2:35])[CH:32]([CH3:34])[CH3:33]. Product: [F:1][C:2]1[CH:3]=[C:4]([N:8]2[C:12]3([CH2:17][CH2:16][N:15]([CH2:18][C:19]4[CH:24]=[CH:23][CH:22]=[C:21]([O:25][CH:26]([CH3:28])[CH3:27])[CH:20]=4)[CH2:14][CH2:13]3)[C:11]([NH:35][CH2:31][CH:32]([CH3:34])[CH3:33])=[N:10][C:9]2=[O:30])[CH:5]=[CH:6][CH:7]=1. The catalyst class is: 16. (3) Reactant: [Br:1][C:2]1[S:6][C:5]([C:7]([NH2:9])=[O:8])=[C:4]([NH:10][C:11](=O)[CH2:12][CH:13]2[CH2:17][CH2:16][CH2:15][CH2:14]2)[CH:3]=1.[OH-].[Na+].C(O)C.Cl. Product: [Br:1][C:2]1[S:6][C:5]2[C:7](=[O:8])[NH:9][C:11]([CH2:12][CH:13]3[CH2:17][CH2:16][CH2:15][CH2:14]3)=[N:10][C:4]=2[CH:3]=1. The catalyst class is: 6. (4) The catalyst class is: 669. Product: [C:1]([O:5][C:6]([N:8]1[CH2:12][CH2:11][C@@:10]([NH:14][C:15]2[CH:16]=[C:17]3[C:26](=[CH:27][C:28]=2/[CH:39]=[CH:38]/[O:40][CH2:41][CH3:42])[O:25][CH2:24][C:23]2[N:18]3[C@@H:19]([CH3:31])[C:20](=[O:30])[NH:21][N:22]=2)([CH3:13])[CH2:9]1)=[O:7])([CH3:4])([CH3:3])[CH3:2]. Reactant: [C:1]([O:5][C:6]([N:8]1[CH2:12][CH2:11][C@@:10]([NH:14][C:15]2[CH:16]=[C:17]3[C:26](=[CH:27][C:28]=2Br)[O:25][CH2:24][C:23]2[N:18]3[C@@H:19]([CH3:31])[C:20](=[O:30])[NH:21][N:22]=2)([CH3:13])[CH2:9]1)=[O:7])([CH3:4])([CH3:3])[CH3:2].C([O-])([O-])=O.[K+].[K+].[CH2:38]([O:40]/[CH:41]=[CH:42]/B1OC(C)(C)C(C)(C)O1)[CH3:39].